From a dataset of Reaction yield outcomes from USPTO patents with 853,638 reactions. Predict the reaction yield, written as a fraction of the theoretical maximum amount of product (1.0 means a 100% yield; for example, 0.34 means a 34% yield). (1) The reactants are Br[C:2]1[CH:3]=[C:4]([N:22]([CH3:29])[CH:23]2[CH2:28][CH2:27][O:26][CH2:25][CH2:24]2)[C:5]([CH3:21])=[C:6]([CH:20]=1)[C:7]([NH:9][CH2:10][C:11]1[C:12](=[O:19])[NH:13][C:14]([CH3:18])=[CH:15][C:16]=1[CH3:17])=[O:8].[CH3:30][N:31]([CH3:48])[CH2:32][C:33]1[CH:38]=[CH:37][C:36](B2OC(C)(C)C(C)(C)O2)=[CH:35][CH:34]=1.C([O-])([O-])=O.[Na+].[Na+]. The catalyst is O1CCOCC1.O.C1C=CC([P]([Pd]([P](C2C=CC=CC=2)(C2C=CC=CC=2)C2C=CC=CC=2)([P](C2C=CC=CC=2)(C2C=CC=CC=2)C2C=CC=CC=2)[P](C2C=CC=CC=2)(C2C=CC=CC=2)C2C=CC=CC=2)(C2C=CC=CC=2)C2C=CC=CC=2)=CC=1. The product is [CH3:17][C:16]1[CH:15]=[C:14]([CH3:18])[NH:13][C:12](=[O:19])[C:11]=1[CH2:10][NH:9][C:7]([C:6]1[CH:20]=[C:2]([C:36]2[CH:37]=[CH:38][C:33]([CH2:32][N:31]([CH3:48])[CH3:30])=[CH:34][CH:35]=2)[CH:3]=[C:4]([N:22]([CH3:29])[CH:23]2[CH2:28][CH2:27][O:26][CH2:25][CH2:24]2)[C:5]=1[CH3:21])=[O:8]. The yield is 0.0900. (2) The reactants are [NH2:1][C:2]1[CH:3]=[C:4]([CH:8]=[CH:9][C:10]=1[O:11][CH3:12])[C:5]([OH:7])=O.[NH2:13][C:14]1[CH:19]=[CH:18][CH:17]=[CH:16][CH:15]=1. No catalyst specified. The product is [NH2:1][C:2]1[CH:3]=[C:4]([CH:8]=[CH:9][C:10]=1[O:11][CH3:12])[C:5]([NH:13][C:14]1[CH:19]=[CH:18][CH:17]=[CH:16][CH:15]=1)=[O:7]. The yield is 0.370. (3) The reactants are CN(C)/[N:3]=[CH:4]/[C:5](=O)[C:6]([F:9])([F:8])[F:7].C([O-])(=O)C.[NH4+:16].[CH:17]1([C:20]2[C:21]([N:38]([CH2:43][CH2:44][CH:45]([CH3:47])[CH3:46])[S:39]([CH3:42])(=[O:41])=[O:40])=[CH:22][C:23]3[O:27][C:26]([C:28]4[CH:33]=[CH:32][C:31]([F:34])=[CH:30][CH:29]=4)=[C:25]([CH:35]=O)[C:24]=3[CH:37]=2)[CH2:19][CH2:18]1.C(OCC)(=O)C.C(Cl)Cl. The catalyst is C(O)(=O)C.C(OCC)(=O)C. The yield is 0.110. The product is [CH:17]1([C:20]2[C:21]([N:38]([CH2:43][CH2:44][CH:45]([CH3:47])[CH3:46])[S:39]([CH3:42])(=[O:40])=[O:41])=[CH:22][C:23]3[O:27][C:26]([C:28]4[CH:33]=[CH:32][C:31]([F:34])=[CH:30][CH:29]=4)=[C:25]([C:35]4[NH:3][CH:4]=[C:5]([C:6]([F:7])([F:8])[F:9])[N:16]=4)[C:24]=3[CH:37]=2)[CH2:19][CH2:18]1. (4) The reactants are [Br:1][C:2]1[S:6][C:5]([CH:7]=O)=[CH:4][CH:3]=1.[C:9]([N+:13]#[C-:14])([CH3:12])([CH3:11])[CH3:10].[NH2:15][C:16]1[S:17][CH:18]=[CH:19][N:20]=1.Cl(O)(=O)(=O)=O.C([O-])([O-])=O.[Na+].[Na+]. The catalyst is C(Cl)(Cl)Cl.C(Cl)Cl. The product is [Br:1][C:2]1[S:6][C:5]([C:7]2[N:15]=[C:16]3[N:20]([C:14]=2[NH:13][C:9]([CH3:12])([CH3:11])[CH3:10])[CH:19]=[CH:18][S:17]3)=[CH:4][CH:3]=1. The yield is 0.150. (5) The reactants are [CH3:1][C:2]1[CH:7]=[CH:6][C:5]([C:8](=[NH:11])OC)=[CH:4][C:3]=1[NH:12][C:13]([C:15]1[CH:20]=[CH:19][C:18]([NH:21][C:22]2[N:31]=[C:30]([C:32]3[CH:37]=[CH:36][CH:35]=[CH:34][CH:33]=3)[C:29]3[C:24](=[CH:25][CH:26]=[CH:27][CH:28]=3)[N:23]=2)=[CH:17][CH:16]=1)=[O:14].[CH:38]([NH:40][NH2:41])=O.CCN(C(C)C)C(C)C. The catalyst is C(O)C. The product is [CH3:1][C:2]1[CH:7]=[CH:6][C:5]([C:8]2[NH:41][N:40]=[CH:38][N:11]=2)=[CH:4][C:3]=1[NH:12][C:13](=[O:14])[C:15]1[CH:16]=[CH:17][C:18]([NH:21][C:22]2[N:31]=[C:30]([C:32]3[CH:33]=[CH:34][CH:35]=[CH:36][CH:37]=3)[C:29]3[C:24](=[CH:25][CH:26]=[CH:27][CH:28]=3)[N:23]=2)=[CH:19][CH:20]=1. The yield is 0.220. (6) The reactants are CCOCC.C1([Mg]Br)CC1.[CH3:11][O:12][C:13](=[O:33])[C:14]1[CH:19]=[CH:18][C:17]([S:20]([N:23]2[C:31]3[C:26](=[CH:27][CH:28]=[CH:29][CH:30]=3)[C:25](I)=[CH:24]2)(=[O:22])=[O:21])=[CH:16][CH:15]=1.[C:34]1(=[O:40])[CH2:39][CH2:38][CH2:37][CH2:36][CH2:35]1. The catalyst is C1COCC1. The product is [CH3:11][O:12][C:13](=[O:33])[C:14]1[CH:19]=[CH:18][C:17]([S:20]([N:23]2[C:31]3[C:26](=[CH:27][CH:28]=[CH:29][CH:30]=3)[C:25]([C:34]3([OH:40])[CH2:39][CH2:38][CH2:37][CH2:36][CH2:35]3)=[CH:24]2)(=[O:22])=[O:21])=[CH:16][CH:15]=1. The yield is 0.200. (7) The reactants are Br[C:2]1[CH:3]=[N:4][C:5]([O:8][CH3:9])=[CH:6][CH:7]=1.C([Li])CCC.CCCCCC.[CH3:21][C:22]1[CH:23]=[C:24]([O:27][C:28]=1[CH3:29])[CH:25]=[O:26].O. The catalyst is O1CCCC1. The product is [CH3:21][C:22]1[CH:23]=[C:24]([CH:25]([C:2]2[CH:3]=[N:4][C:5]([O:8][CH3:9])=[CH:6][CH:7]=2)[OH:26])[O:27][C:28]=1[CH3:29]. The yield is 0.600. (8) The reactants are [H-].[Al+3].[Li+].[H-].[H-].[H-].[Cl:7][C:8]1[C:12]([C:13](OCC)=[O:14])=[C:11]([Cl:18])[N:10]([CH2:19][CH3:20])[N:9]=1.C(OCC)(=O)C.O. The catalyst is O1CCCC1. The product is [Cl:7][C:8]1[C:12]([CH2:13][OH:14])=[C:11]([Cl:18])[N:10]([CH2:19][CH3:20])[N:9]=1. The yield is 1.00. (9) The reactants are [CH3:1][O:2][C:3]1[N:8]=[C:7]([NH:9][C:10]#[N:11])[C:6]([O:12][CH3:13])=[CH:5][N:4]=1.Cl.NO.C([N:19](CC)CC)C.ClC(OC)=O. The catalyst is O.C(#N)C. The product is [NH2:11][C:10]1[N:9]=[C:7]2[N:8]([C:3]([O:2][CH3:1])=[N:4][CH:5]=[C:6]2[O:12][CH3:13])[N:19]=1. The yield is 0.528. (10) The reactants are [I:1][C:2]1[CH:9]=[C:6]([CH:7]=[O:8])[C:5]([OH:10])=[CH:4][CH:3]=1.C([O-])([O-])=O.[K+].[K+].Br[CH2:18][CH2:19][O:20][Si:21]([C:24]([CH3:27])([CH3:26])[CH3:25])([CH3:23])[CH3:22]. The catalyst is CN(C)C=O.C(OCC)(=O)C. The product is [C:24]([Si:21]([CH3:23])([CH3:22])[O:20][CH2:19][CH2:18][O:10][C:5]1[CH:4]=[CH:3][C:2]([I:1])=[CH:9][C:6]=1[CH:7]=[O:8])([CH3:27])([CH3:26])[CH3:25]. The yield is 1.00.